From a dataset of Peptide-MHC class II binding affinity with 134,281 pairs from IEDB. Regression. Given a peptide amino acid sequence and an MHC pseudo amino acid sequence, predict their binding affinity value. This is MHC class II binding data. (1) The peptide sequence is EDTNIYNSNEAFKVE. The MHC is HLA-DQA10501-DQB10301 with pseudo-sequence HLA-DQA10501-DQB10301. The binding affinity (normalized) is 0.344. (2) The peptide sequence is PYGATISATPEWATP. The MHC is HLA-DQA10101-DQB10501 with pseudo-sequence HLA-DQA10101-DQB10501. The binding affinity (normalized) is 0. (3) The peptide sequence is ISEAGQAMASTEGNV. The MHC is HLA-DQA10301-DQB10302 with pseudo-sequence HLA-DQA10301-DQB10302. The binding affinity (normalized) is 0.482.